Dataset: Reaction yield outcomes from USPTO patents with 853,638 reactions. Task: Predict the reaction yield, written as a fraction of the theoretical maximum amount of product (1.0 means a 100% yield; for example, 0.34 means a 34% yield). (1) The reactants are [CH2:1]([NH:4][CH2:5][CH2:6][OH:7])[CH2:2][CH3:3].Cl[CH2:9][CH2:10][CH2:11][CH2:12][O:13][C:14]1[CH:23]=[C:22]2[C:17]([C:18]([NH:24][C:25]3[CH:29]=[C:28]([CH2:30][C:31]([NH:33][C:34]4[CH:39]=[CH:38][CH:37]=[C:36]([F:40])[C:35]=4[F:41])=[O:32])[NH:27][N:26]=3)=[N:19][CH:20]=[N:21]2)=[CH:16][CH:15]=1. No catalyst specified. The product is [F:41][C:35]1[C:36]([F:40])=[CH:37][CH:38]=[CH:39][C:34]=1[NH:33][C:31](=[O:32])[CH2:30][C:28]1[NH:27][N:26]=[C:25]([NH:24][C:18]2[C:17]3[C:22](=[CH:23][C:14]([O:13][CH2:12][CH2:11][CH2:10][CH2:9][N:4]([CH2:1][CH2:2][CH3:3])[CH2:5][CH2:6][OH:7])=[CH:15][CH:16]=3)[N:21]=[CH:20][N:19]=2)[CH:29]=1. The yield is 0.460. (2) The reactants are [C:1]1([C@H:7]([CH3:12])[CH2:8][C:9](Cl)=[O:10])[CH:6]=[CH:5][CH:4]=[CH:3][CH:2]=1.[NH2:13][C:14]1[N:19]=[CH:18][N:17]=[C:16]2[N:20]([CH:32]3[CH2:37][CH2:36][C:35](=[O:38])[CH2:34][CH2:33]3)[N:21]=[C:22]([C:23]3[CH:28]=[CH:27][C:26]([NH2:29])=[C:25]([O:30][CH3:31])[CH:24]=3)[C:15]=12. The catalyst is ClCCl.N1C=CC=CC=1. The product is [NH2:13][C:14]1[N:19]=[CH:18][N:17]=[C:16]2[N:20]([CH:32]3[CH2:37][CH2:36][C:35](=[O:38])[CH2:34][CH2:33]3)[N:21]=[C:22]([C:23]3[CH:28]=[CH:27][C:26]([NH:29][C:9](=[O:10])[CH2:8][C@H:7]([C:1]4[CH:6]=[CH:5][CH:4]=[CH:3][CH:2]=4)[CH3:12])=[C:25]([O:30][CH3:31])[CH:24]=3)[C:15]=12. The yield is 0.770.